This data is from Catalyst prediction with 721,799 reactions and 888 catalyst types from USPTO. The task is: Predict which catalyst facilitates the given reaction. Reactant: [CH:1]1([C:4]2[O:5][C:6]([C:24]3[CH:29]=[CH:28][CH:27]=[CH:26][CH:25]=3)=[CH:7][C:8]=2[CH:9]([NH:14][C:15]2[CH:23]=[CH:22][C:18](C(O)=O)=[CH:17][CH:16]=2)[CH2:10][CH:11]([CH3:13])[CH3:12])[CH2:3][CH2:2]1.[CH3:30][NH:31][CH2:32][CH2:33][C:34]([O:36]CC)=[O:35].Cl.C(N=C=NCCCN(C)C)C.O.[OH:52][C:53]1C2N=NNC=2C=CC=1. Product: [CH:1]1([C:4]2[O:5][C:6]([C:24]3[CH:29]=[CH:28][CH:27]=[CH:26][CH:25]=3)=[CH:7][C:8]=2[CH:9]([NH:14][C:15]2[CH:16]=[CH:17][C:18]([C:53]([N:31]([CH3:30])[CH2:32][CH2:33][C:34]([OH:36])=[O:35])=[O:52])=[CH:22][CH:23]=2)[CH2:10][CH:11]([CH3:13])[CH3:12])[CH2:2][CH2:3]1. The catalyst class is: 842.